Dataset: Forward reaction prediction with 1.9M reactions from USPTO patents (1976-2016). Task: Predict the product of the given reaction. (1) Given the reactants [ClH:1].[OH:2][C@H:3]([CH3:22])[C@H:4]([NH:14]C(=O)OC(C)(C)C)[C:5]1[CH:10]=[C:9]([F:11])[C:8]([F:12])=[C:7]([F:13])[CH:6]=1.CCCCCC, predict the reaction product. The product is: [ClH:1].[NH2:14][C@H:4]([C:5]1[CH:6]=[C:7]([F:13])[C:8]([F:12])=[C:9]([F:11])[CH:10]=1)[C@H:3]([OH:2])[CH3:22]. (2) Given the reactants C(O[C:6]([NH:8][CH:9]1[CH2:14][C:13]([CH3:19])([C:15]([O:17][CH3:18])=[O:16])[CH2:12][CH2:11][CH2:10]1)=O)(C)(C)C.Cl.CCN(C(C)C)C(C)C.[Cl:30][C:31]1[N:36]=C(Cl)[C:34]([F:38])=[CH:33][N:32]=1, predict the reaction product. The product is: [Cl:30][C:31]1[N:36]=[C:6]([NH:8][C@H:9]2[CH2:10][CH2:11][CH2:12][C@@:13]([CH3:19])([C:15]([O:17][CH3:18])=[O:16])[CH2:14]2)[C:34]([F:38])=[CH:33][N:32]=1. (3) Given the reactants Br[C:2]1[N:24]=[C:5]2[N:6]=[C:7]([C:16]3[CH:23]=[CH:22][C:19]([CH:20]=[O:21])=[CH:18][CH:17]=3)[C:8]([C:10]3[CH:15]=[CH:14][CH:13]=[CH:12][CH:11]=3)=[CH:9][N:4]2[N:3]=1.[CH3:25][Si:26]([CH3:43])([CH3:42])[C:27]#[C:28][Sn](CCCC)(CCCC)CCCC, predict the reaction product. The product is: [C:10]1([C:8]2[C:7]([C:16]3[CH:23]=[CH:22][C:19]([CH:20]=[O:21])=[CH:18][CH:17]=3)=[N:6][C:5]3[N:4]([N:3]=[C:2]([C:28]#[C:27][Si:26]([CH3:43])([CH3:42])[CH3:25])[N:24]=3)[CH:9]=2)[CH:15]=[CH:14][CH:13]=[CH:12][CH:11]=1. (4) Given the reactants [CH2:1]([NH:3][CH:4](O)[CH3:5])[CH3:2].C(O[C:11]1([C:17]#[CH:18])[CH2:16][CH2:15][CH2:14][CH2:13][CH2:12]1)(=O)C.C1C[O:22]CC1, predict the reaction product. The product is: [CH2:1]([N:3]([C:11]1([C:17]#[CH:18])[CH2:16][CH2:15][CH2:14][CH2:13][CH2:12]1)[CH2:4][CH2:5][OH:22])[CH3:2]. (5) Given the reactants [N:1]1([C:7]([C:9]2[CH:10]=[CH:11][C:12]([O:15][C:16]3[CH:23]=[CH:22][C:19]([CH:20]=O)=[CH:18][CH:17]=3)=[N:13][CH:14]=2)=[O:8])[CH2:6][CH2:5][CH2:4][CH2:3][CH2:2]1.COC(OC)OC.[CH2:31]([NH2:39])[CH2:32][C:33]1[CH:38]=[CH:37][CH:36]=[CH:35][CH:34]=1.[BH4-].[Na+], predict the reaction product. The product is: [CH2:31]([NH:39][CH2:20][C:19]1[CH:22]=[CH:23][C:16]([O:15][C:12]2[N:13]=[CH:14][C:9]([C:7]([N:1]3[CH2:6][CH2:5][CH2:4][CH2:3][CH2:2]3)=[O:8])=[CH:10][CH:11]=2)=[CH:17][CH:18]=1)[CH2:32][C:33]1[CH:38]=[CH:37][CH:36]=[CH:35][CH:34]=1.